From a dataset of Full USPTO retrosynthesis dataset with 1.9M reactions from patents (1976-2016). Predict the reactants needed to synthesize the given product. Given the product [O:1]=[C:2]1[C:10]2[C:5](=[CH:6][CH:7]=[CH:8][CH:9]=2)[C:4](=[O:11])[N:3]1[CH2:12][CH2:13][CH2:14][CH2:15][C:16]1[CH:21]=[CH:20][C:19]([S:22]([NH:33][C@@H:34]([CH:38]([CH3:40])[CH3:39])[C:35]([NH2:37])=[O:36])(=[O:24])=[O:23])=[CH:18][CH:17]=1, predict the reactants needed to synthesize it. The reactants are: [O:1]=[C:2]1[C:10]2[C:5](=[CH:6][CH:7]=[CH:8][CH:9]=2)[C:4](=[O:11])[N:3]1[CH2:12][CH2:13][CH2:14][CH2:15][C:16]1[CH:21]=[CH:20][C:19]([S:22](Cl)(=[O:24])=[O:23])=[CH:18][CH:17]=1.CN1CCOCC1.[NH2:33][C@@H:34]([CH:38]([CH3:40])[CH3:39])[C:35]([NH2:37])=[O:36].